From a dataset of Catalyst prediction with 721,799 reactions and 888 catalyst types from USPTO. Predict which catalyst facilitates the given reaction. (1) Reactant: [NH:1]1[C:9]2[C:4](=[C:5]([NH:10][C:11]3[N:23]=[CH:22][C:21]([CH:24]4[CH2:26][CH2:25]4)=[CH:20][C:12]=3[C:13]([O:15][C:16]([CH3:19])([CH3:18])[CH3:17])=[O:14])[CH:6]=[CH:7][CH:8]=2)[CH:3]=[CH:2]1.CC(C)([O-])C.[K+].Br[CH2:34][CH2:35][O:36][CH3:37].O. Product: [CH:24]1([C:21]2[CH:22]=[N:23][C:11]([NH:10][C:5]3[CH:6]=[CH:7][CH:8]=[C:9]4[C:4]=3[CH:3]=[CH:2][N:1]4[CH2:34][CH2:35][O:36][CH3:37])=[C:12]([CH:20]=2)[C:13]([O:15][C:16]([CH3:18])([CH3:19])[CH3:17])=[O:14])[CH2:26][CH2:25]1. The catalyst class is: 42. (2) Reactant: [Cl:1][C:2]1[CH:3]=[CH:4][C:5]([O:29][CH3:30])=[C:6]([C@@:8]2([F:28])[C:16]3[C:11](=[CH:12][C:13]([C:17]([F:20])([F:19])[F:18])=[CH:14][CH:15]=3)[N:10]([CH2:21][O:22][C:23](=[O:26])[CH2:24][OH:25])[C:9]2=[O:27])[CH:7]=1.C([P:35](C(C)(C)C)(N(C(C)C)C(C)C)([O-:37])[O-:36])(C)(C)C.[OH:49]O. Product: [Cl:1][C:2]1[CH:3]=[CH:4][C:5]([O:29][CH3:30])=[C:6]([C@@:8]2([F:28])[C:16]3[C:11](=[CH:12][C:13]([C:17]([F:18])([F:20])[F:19])=[CH:14][CH:15]=3)[N:10]([CH2:21][O:22][C:23](=[O:26])[CH2:24][O:25][P:35]([OH:37])([OH:49])=[O:36])[C:9]2=[O:27])[CH:7]=1. The catalyst class is: 277. (3) Reactant: [CH3:1][O:2][C:3](=[O:23])[CH2:4][C:5]1[CH:14]=[C:13]([O:15][CH:16]2[CH2:21][CH2:20][NH:19][CH2:18][CH2:17]2)[C:12]2[C:7](=[CH:8][CH:9]=[C:10]([F:22])[CH:11]=2)[CH:6]=1.[C:24](Cl)(=[O:26])[CH3:25]. Product: [CH3:1][O:2][C:3](=[O:23])[CH2:4][C:5]1[CH:14]=[C:13]([O:15][CH:16]2[CH2:17][CH2:18][N:19]([C:24](=[O:26])[CH3:25])[CH2:20][CH2:21]2)[C:12]2[C:7](=[CH:8][CH:9]=[C:10]([F:22])[CH:11]=2)[CH:6]=1. The catalyst class is: 453. (4) Reactant: C(O[C:6](=[O:25])[NH:7][CH2:8][CH2:9][NH:10][C:11]([NH:13][C:14]1[S:15][C:16]2[N:17]=[CH:18][N:19]=[C:20]([O:23][CH3:24])[C:21]=2[N:22]=1)=[O:12])(C)(C)C.FC(F)(F)C(O)=O.COC1C2N=C(NC(N3CCC(N)C3)=O)SC=2N=CN=1.[F:53][C:54]1[CH:62]=[CH:61][C:57](C(Cl)=O)=[CH:56][C:55]=1[C:63]([F:66])([F:65])[F:64]. Product: [F:53][C:54]1[CH:62]=[CH:61][C:57]([C:6]([NH:7][CH2:8][CH2:9][NH:10][C:11]([NH:13][C:14]2[S:15][C:16]3[N:17]=[CH:18][N:19]=[C:20]([O:23][CH3:24])[C:21]=3[N:22]=2)=[O:12])=[O:25])=[CH:56][C:55]=1[C:63]([F:64])([F:65])[F:66]. The catalyst class is: 2. (5) Reactant: [F:1][C:2]1[CH:11]=[C:10]2[C:5]([CH:6]=[CH:7][C:8](=[O:12])[O:9]2)=[CH:4][CH:3]=1.FC(F)(F)C(O[I:18](C1C=CC=CC=1)OC(=O)C(F)(F)F)=O.II.N1C=CC=CC=1. Product: [F:1][C:2]1[CH:11]=[C:10]2[C:5]([CH:6]=[C:7]([I:18])[C:8](=[O:12])[O:9]2)=[CH:4][CH:3]=1. The catalyst class is: 22. (6) Reactant: [C:1]([C:3]1[CH:16]=[CH:15][C:6]([CH2:7][N:8]2[C:12]([CH2:13][OH:14])=[CH:11][N:10]=[CH:9]2)=[CH:5][CH:4]=1)#[N:2].[C:17]([Si:21]([CH3:24])([CH3:23])Cl)([CH3:20])([CH3:19])[CH3:18].N1C=CN=C1. Product: [Si:21]([O:14][CH2:13][C:12]1[N:8]([CH2:7][C:6]2[CH:15]=[CH:16][C:3]([C:1]#[N:2])=[CH:4][CH:5]=2)[CH:9]=[N:10][CH:11]=1)([C:17]([CH3:20])([CH3:19])[CH3:18])([CH3:24])[CH3:23]. The catalyst class is: 3.